Dataset: Forward reaction prediction with 1.9M reactions from USPTO patents (1976-2016). Task: Predict the product of the given reaction. (1) The product is: [CH2:1]([N:8]([CH2:17][C:18]1[CH:19]=[CH:20][CH:21]=[CH:22][CH:23]=1)[CH2:9][C@@H:10]([F:16])[CH:11]([OH:15])[CH:12]([CH3:14])[CH3:13])[C:2]1[CH:3]=[CH:4][CH:5]=[CH:6][CH:7]=1. Given the reactants [CH2:1]([N:8]([CH2:17][C:18]1[CH:23]=[CH:22][CH:21]=[CH:20][CH:19]=1)[CH2:9][C@@H:10]([F:16])[C:11](=[O:15])[CH:12]([CH3:14])[CH3:13])[C:2]1[CH:7]=[CH:6][CH:5]=[CH:4][CH:3]=1.[BH4-].[Na+], predict the reaction product. (2) Given the reactants [C:1]1([N:7]2[CH:11]=[CH:10][CH:9]=[C:8]2[CH:12]=O)[CH:6]=[CH:5][CH:4]=[CH:3][CH:2]=1.[OH-].[K+].O.NN, predict the reaction product. The product is: [CH3:12][C:8]1[N:7]([C:1]2[CH:6]=[CH:5][CH:4]=[CH:3][CH:2]=2)[CH:11]=[CH:10][CH:9]=1.